From a dataset of Reaction yield outcomes from USPTO patents with 853,638 reactions. Predict the reaction yield, written as a fraction of the theoretical maximum amount of product (1.0 means a 100% yield; for example, 0.34 means a 34% yield). (1) The reactants are [Cl:1][C:2]1[CH:7]=[CH:6][C:5]([C:8]2[S:9][C:10]3[C:11](=[O:32])[N:12]([C:17]4[CH:22]=[CH:21][C:20]([N:23]5[CH2:28][CH2:27][CH:26]([OH:29])[CH2:25][CH2:24]5)=[C:19]([O:30][CH3:31])[CH:18]=4)[CH2:13][CH2:14][C:15]=3[N:16]=2)=[CH:4][CH:3]=1.Cl. The catalyst is CO. The product is [ClH:1].[Cl:1][C:2]1[CH:3]=[CH:4][C:5]([C:8]2[S:9][C:10]3[C:11](=[O:32])[N:12]([C:17]4[CH:22]=[CH:21][C:20]([N:23]5[CH2:28][CH2:27][CH:26]([OH:29])[CH2:25][CH2:24]5)=[C:19]([O:30][CH3:31])[CH:18]=4)[CH2:13][CH2:14][C:15]=3[N:16]=2)=[CH:6][CH:7]=1. The yield is 0.700. (2) The reactants are [C:1]([O:11][CH:12]([CH3:14])[CH3:13])(=[O:10])/[CH:2]=[CH:3]/[C:4]([O:6][CH:7]([CH3:9])[CH3:8])=[O:5].[C:15]([O:25][CH2:26][CH3:27])(=[O:24])[CH:16]=[CH:17][C:18]1[CH:23]=[CH:22][CH:21]=[CH:20][CH:19]=1.[C:28]([OH:32])(=[O:31])[CH:29]=[CH2:30].NC(OCC)=O.C([O-])(=O)C=C.C(OOOC(C)(C)C)(=O)C(C)(C)C. The catalyst is O1CCCC1.CO. The product is [C:4]([O:6][CH:7]([CH3:9])[CH3:8])(=[O:5])/[CH:3]=[CH:2]/[C:1]([O:11][CH:12]([CH3:14])[CH3:13])=[O:10].[C:15]([O:25][CH2:26][CH3:27])(=[O:24])[CH:16]=[CH:17][C:18]1[CH:19]=[CH:20][CH:21]=[CH:22][CH:23]=1.[C:28]([O-:32])(=[O:31])[CH:29]=[CH2:30]. The yield is 0.540. (3) The reactants are B#B.[CH3:3][O:4][C:5]1[C:13]([N+:14]([O-:16])=[O:15])=[CH:12][C:8]([C:9](O)=[O:10])=[CH:7][N:6]=1.CO. The catalyst is O1CCCC1. The product is [CH3:3][O:4][C:5]1[N:6]=[CH:7][C:8]([CH2:9][OH:10])=[CH:12][C:13]=1[N+:14]([O-:16])=[O:15]. The yield is 0.920. (4) The reactants are [Br:1][C:2]1[CH:3]=[C:4]2[C:9](=[CH:10][CH:11]=1)[CH2:8][CH:7]([NH2:12])[CH2:6][CH2:5]2.C(N(CC)CC)C.[C:20](O[C:20]([O:22][C:23]([CH3:26])([CH3:25])[CH3:24])=[O:21])([O:22][C:23]([CH3:26])([CH3:25])[CH3:24])=[O:21]. The catalyst is ClCCl. The product is [Br:1][C:2]1[CH:3]=[C:4]2[C:9](=[CH:10][CH:11]=1)[CH2:8][CH:7]([NH:12][C:20](=[O:21])[O:22][C:23]([CH3:26])([CH3:25])[CH3:24])[CH2:6][CH2:5]2. The yield is 0.770. (5) The reactants are [F:1][C:2]([F:12])([F:11])[O:3][C:4]1[CH:10]=[CH:9][CH:8]=[CH:7][C:5]=1[NH2:6].P(=O)(O)(O)O.[N+]([O-])(O)=O.[N:22]([O-])=O.[Na+].C([O-])(=O)C.[K+].[C:31]([CH2:34][C:35](=[O:37])[CH3:36])(=[O:33])[CH3:32]. The catalyst is O.C(O)C. The product is [F:1][C:2]([F:11])([F:12])[O:3][C:4]1[CH:10]=[CH:9][CH:8]=[CH:7][C:5]=1[NH:6][N:22]=[C:34]([C:35](=[O:37])[CH3:36])[C:31](=[O:33])[CH3:32]. The yield is 0.800.